From a dataset of hERG Central: cardiac toxicity at 1µM, 10µM, and general inhibition. Predict hERG channel inhibition at various concentrations. (1) The compound is Brc1csc(C=Nc2ccc3c(c2)OCCOCCOCCOCCO3)c1. Results: hERG_inhib (hERG inhibition (general)): blocker. (2) The compound is COc1ccc(F)cc1C(=O)C1CCCN(Cc2ccc(Oc3ncccn3)cc2)C1. Results: hERG_inhib (hERG inhibition (general)): blocker.